From a dataset of Full USPTO retrosynthesis dataset with 1.9M reactions from patents (1976-2016). Predict the reactants needed to synthesize the given product. (1) Given the product [Br:49][C:48]1[C:43]([NH:42][C:13](=[O:15])[C:12](=[CH2:16])[CH:11]([C:8]2[CH:7]=[CH:6][C:5]([C:3]([O:2][CH3:1])=[O:4])=[CH:10][CH:9]=2)[CH3:17])=[N+:44]([O-:50])[CH:45]=[CH:46][CH:47]=1, predict the reactants needed to synthesize it. The reactants are: [CH3:1][O:2][C:3]([C:5]1[CH:10]=[CH:9][C:8]([CH:11]([CH3:17])[C:12](=[CH2:16])[C:13]([OH:15])=O)=[CH:7][CH:6]=1)=[O:4].CN(C(ON1N=NC2C=CC=NC1=2)=[N+](C)C)C.F[P-](F)(F)(F)(F)F.[NH2:42][C:43]1[C:48]([Br:49])=[CH:47][CH:46]=[CH:45][N+:44]=1[O-:50].C(N(C(C)C)CC)(C)C. (2) Given the product [Br:1][C:2]1[CH:3]=[C:4]2[C:8](=[CH:9][CH:10]=1)[NH:7][C:6](=[O:15])[C:5]12[O:20][CH2:19][CH2:18][CH2:17][O:16]1, predict the reactants needed to synthesize it. The reactants are: [Br:1][C:2]1[CH:3]=[C:4]2[C:8](=[CH:9][CH:10]=1)[N:7](CCC#N)[C:6](=[O:15])[C:5]12[O:20][CH2:19][CH2:18][CH2:17][O:16]1.N.C1COCC1. (3) The reactants are: Br[C:2]1[CH:3]=[C:4]([NH:10][C:11]2[S:12][C:13]3[CH2:14][N:15]([CH3:20])[CH2:16][CH2:17][C:18]=3[N:19]=2)[C:5](=[O:9])[N:6]([CH3:8])[CH:7]=1.[B:21]1([B:21]2[O:25][C:24]([CH3:27])([CH3:26])[C:23]([CH3:29])([CH3:28])[O:22]2)[O:25][C:24]([CH3:27])([CH3:26])[C:23]([CH3:29])([CH3:28])[O:22]1.CC(C1C=C(C(C)C)C(C2C=CC=CC=2P(C2CCCCC2)C2CCCCC2)=C(C(C)C)C=1)C.C([O-])(=O)C.[K+]. Given the product [CH3:8][N:6]1[CH:7]=[C:2]([B:21]2[O:25][C:24]([CH3:27])([CH3:26])[C:23]([CH3:29])([CH3:28])[O:22]2)[CH:3]=[C:4]([NH:10][C:11]2[S:12][C:13]3[CH2:14][N:15]([CH3:20])[CH2:16][CH2:17][C:18]=3[N:19]=2)[C:5]1=[O:9], predict the reactants needed to synthesize it.